Predict the reactants needed to synthesize the given product. From a dataset of Full USPTO retrosynthesis dataset with 1.9M reactions from patents (1976-2016). (1) Given the product [O:33]=[C:31]1[NH:30][C:29](=[O:34])[CH:28]([CH2:27][C:26]2[CH:35]=[CH:36][C:23]([O:22][CH2:21][C:19]3[N:18]([CH3:37])[C:17]4[CH:38]=[C:13]([O:12][C:11]5[CH:39]=[CH:40][C:8]([N:7]([CH2:1][CH2:2][CH2:3][CH2:4][CH2:5][CH3:6])[C:49]([NH:48][C:45]6[CH:46]=[CH:47][C:42]([F:41])=[CH:43][CH:44]=6)=[O:50])=[CH:9][CH:10]=5)[CH:14]=[CH:15][C:16]=4[N:20]=3)=[CH:24][CH:25]=2)[S:32]1, predict the reactants needed to synthesize it. The reactants are: [CH2:1]([NH:7][C:8]1[CH:40]=[CH:39][C:11]([O:12][C:13]2[CH:14]=[CH:15][C:16]3[N:20]=[C:19]([CH2:21][O:22][C:23]4[CH:36]=[CH:35][C:26]([CH2:27][CH:28]5[S:32][C:31](=[O:33])[NH:30][C:29]5=[O:34])=[CH:25][CH:24]=4)[N:18]([CH3:37])[C:17]=3[CH:38]=2)=[CH:10][CH:9]=1)[CH2:2][CH2:3][CH2:4][CH2:5][CH3:6].[F:41][C:42]1[CH:47]=[CH:46][C:45]([N:48]=[C:49]=[O:50])=[CH:44][CH:43]=1. (2) Given the product [Cl:26][C:18]1[C:2]2[C:3](=[N:4][CH:5]=[C:6]([CH2:7][NH:8][C:9](=[O:15])[O:10][C:11]([CH3:14])([CH3:13])[CH3:12])[N:1]=2)[NH:16][CH:17]=1, predict the reactants needed to synthesize it. The reactants are: [N:1]1[C:6]([CH2:7][NH:8][C:9](=[O:15])[O:10][C:11]([CH3:14])([CH3:13])[CH3:12])=[CH:5][N:4]=[C:3]2[NH:16][CH:17]=[CH:18][C:2]=12.C1C(=O)N([Cl:26])C(=O)C1. (3) Given the product [NH2:2][CH2:3][CH2:4][O:5][C:6]1[CH:7]=[CH:8][C:9]([OH:20])=[CH:10][CH:11]=1, predict the reactants needed to synthesize it. The reactants are: Cl.[NH2:2][CH2:3][CH2:4][O:5][C:6]1[CH:7]=[C:8](O)[CH:9]=[CH:10][CH:11]=1.C([O:20]C1C=C(O)C=CC=1)C1C=CC=CC=1. (4) The reactants are: [OH:1][C:2]1[C:3]2[O:16][N:15]=[C:14]([C:17]3[S:18][CH:19]=[CH:20][CH:21]=3)[C:4]=2[C:5](I)=[N:6][C:7]=1[C:8]([O:10][CH2:11][CH3:12])=[O:9].[C:22]([Cu])#[N:23].[OH-].[NH4+].Cl. Given the product [C:22]([C:5]1[C:4]2[C:14]([C:17]3[S:18][CH:19]=[CH:20][CH:21]=3)=[N:15][O:16][C:3]=2[C:2]([OH:1])=[C:7]([C:8]([O:10][CH2:11][CH3:12])=[O:9])[N:6]=1)#[N:23], predict the reactants needed to synthesize it. (5) Given the product [F:17][C:14]1[CH:13]=[N:12][C:11]([C@@H:9]([NH:8][C:5]2[N:4]=[C:3]([NH:18][C:19]3[CH:23]=[C:22]([O:24][CH3:25])[NH:21][N:20]=3)[CH:2]=[C:7]([C:40]([F:43])([F:42])[F:41])[N:6]=2)[CH3:10])=[N:16][CH:15]=1, predict the reactants needed to synthesize it. The reactants are: Cl[C:2]1[C:3]([NH:18][C:19]2[CH:23]=[C:22]([O:24][CH3:25])[NH:21][N:20]=2)=[N:4][C:5]([NH:8][C@H:9]([C:11]2[N:16]=[CH:15][C:14]([F:17])=[CH:13][N:12]=2)[CH3:10])=[N:6][CH:7]=1.COC1NN=C(NC2C=C([C:40]([F:43])([F:42])[F:41])N=C(S(C)(=O)=O)N=2)C=1.CCN(C(C)C)C(C)C. (6) Given the product [NH2:1][C:2]1[N:7]=[CH:6][N:5]=[C:4]2[N:8]([C@@H:12]3[CH2:16][CH2:15][N:14]([C:17](=[O:27])/[CH:18]=[CH:19]/[CH2:20][N:21]([CH:23]4[CH2:26][CH2:25][CH2:24]4)[CH3:22])[CH2:13]3)[N:9]=[C:10]([C:32]3[CH:33]=[CH:34][C:29]([Cl:28])=[CH:30][CH:31]=3)[C:3]=12, predict the reactants needed to synthesize it. The reactants are: [NH2:1][C:2]1[N:7]=[CH:6][N:5]=[C:4]2[N:8]([C@@H:12]3[CH2:16][CH2:15][N:14]([C:17](=[O:27])/[CH:18]=[CH:19]/[CH2:20][N:21]([CH:23]4[CH2:26][CH2:25][CH2:24]4)[CH3:22])[CH2:13]3)[N:9]=[C:10](I)[C:3]=12.[Cl:28][C:29]1[CH:34]=[CH:33][C:32](B(O)O)=[CH:31][CH:30]=1. (7) Given the product [CH3:7][O:6][C:4](=[O:5])[CH:3]([C:13]1[CH:18]=[CH:17][CH:16]=[C:15]([O:19][CH3:20])[C:14]=1[CH2:21][CH2:22][C:23]1[CH:27]=[CH:26][S:25][CH:24]=1)[C:2]([O:9][CH3:10])=[O:8], predict the reactants needed to synthesize it. The reactants are: [Na].[C:2]([O:9][CH3:10])(=[O:8])[CH2:3][C:4]([O:6][CH3:7])=[O:5].BrC[C:13]1[CH:18]=[CH:17][CH:16]=[C:15]([O:19][CH3:20])[C:14]=1[CH2:21][CH2:22][C:23]1[CH:27]=[CH:26][S:25][CH:24]=1. (8) The reactants are: Cl[CH2:2][CH2:3][N:4]1[C:12]2[C:7](=[CH:8][CH:9]=[CH:10][CH:11]=2)[CH2:6][CH2:5]1.[NH:13]1[CH2:18][CH2:17][O:16][CH:15]([CH2:19][OH:20])[CH2:14]1.C(N(CC)CC)C. Given the product [N:4]1([CH2:3][CH2:2][N:13]2[CH2:18][CH2:17][O:16][C@H:15]([CH2:19][OH:20])[CH2:14]2)[C:12]2[C:7](=[CH:8][CH:9]=[CH:10][CH:11]=2)[CH2:6][CH2:5]1, predict the reactants needed to synthesize it. (9) The reactants are: [CH:1]1[C:5]([CH:6]=[O:7])=[CH:4][O:3][CH:2]=1.CNCCNC.[C:14](=[O:17])([O-])[O-:15].[K+].[K+].[CH2:20](Br)[C:21]1[CH:26]=[CH:25][CH:24]=[CH:23][CH:22]=1.Cl. Given the product [CH2:20]([O:15][C:14]([C:2]1[O:3][CH:4]=[C:5]([CH:6]=[O:7])[CH:1]=1)=[O:17])[C:21]1[CH:26]=[CH:25][CH:24]=[CH:23][CH:22]=1, predict the reactants needed to synthesize it. (10) Given the product [C:17]([O-:20])([O-:19])=[O:18].[K+:4].[K+:4].[S-2:5].[Ca+2:21].[C:17]([O-:20])([O-:19])=[O:18].[K+:4].[K+:4].[S-2:10].[Ca+2:21], predict the reactants needed to synthesize it. The reactants are: [Cl-].[Na+].[Cl-].[K+:4].[S:5](=O)(=O)(O)O.[S:10]([O-])([O-])(=O)=O.[K+].[K+].[C:17](=[O:20])([O-:19])[O-:18].[Ca+2:21].